This data is from Forward reaction prediction with 1.9M reactions from USPTO patents (1976-2016). The task is: Predict the product of the given reaction. (1) Given the reactants [CH:1]1([NH:7][C:8]([C:10]2[C:19]3[C:14](=[CH:15][CH:16]=[CH:17][CH:18]=3)[C:13]([S:20](=[O:29])(=[O:28])[NH:21][CH:22]3[CH2:27][CH2:26][NH:25][CH2:24][CH2:23]3)=[CH:12][CH:11]=2)=[O:9])[CH2:6][CH2:5]C[CH2:3][CH2:2]1.[CH3:30][N:31]([CH3:35])[C:32](Cl)=[O:33].ClC(OCC)=[O:38], predict the reaction product. The product is: [CH3:30][N:31]([CH3:35])[C:32]([N:25]1[CH2:26][CH2:27][CH:22]([NH:21][S:20]([C:13]2[C:14]3[C:19](=[CH:18][CH:17]=[CH:16][CH:15]=3)[C:10]([C:8](=[O:9])[NH:7][CH:1]3[CH2:6][CH2:5][O:38][CH2:3][CH2:2]3)=[CH:11][CH:12]=2)(=[O:28])=[O:29])[CH2:23][CH2:24]1)=[O:33]. (2) The product is: [CH2:1]([S:8][CH:9]([CH2:42][N:44]1[CH2:49][CH2:48][O:47][CH2:46][CH2:45]1)[CH2:10][NH:11][C:12]([C:14]1[NH:15][C:16]2[C:21]([CH:22]=1)=[CH:20][C:19]([O:23][CH2:24][CH2:25][CH2:26][S:27]([CH3:30])(=[O:29])=[O:28])=[CH:18][C:17]=2[N:31]([CH3:41])[S:32]([C:35]1[CH:40]=[CH:39][CH:38]=[CH:37][N:36]=1)(=[O:34])=[O:33])=[O:13])[C:2]1[CH:3]=[CH:4][CH:5]=[CH:6][CH:7]=1. Given the reactants [CH2:1]([S:8][CH:9]([CH:42]=O)[CH2:10][NH:11][C:12]([C:14]1[NH:15][C:16]2[C:21]([CH:22]=1)=[CH:20][C:19]([O:23][CH2:24][CH2:25][CH2:26][S:27]([CH3:30])(=[O:29])=[O:28])=[CH:18][C:17]=2[N:31]([CH3:41])[S:32]([C:35]1[CH:40]=[CH:39][CH:38]=[CH:37][N:36]=1)(=[O:34])=[O:33])=[O:13])[C:2]1[CH:7]=[CH:6][CH:5]=[CH:4][CH:3]=1.[NH:44]1[CH2:49][CH2:48][O:47][CH2:46][CH2:45]1.C(O[BH-](OC(=O)C)OC(=O)C)(=O)C.[Na+].C(O)(=O)CC(CC(O)=O)(C(O)=O)O.C(=O)([O-])O.[Na+], predict the reaction product. (3) Given the reactants [Cl:1][C:2]1[CH:3]=[CH:4][C:5]2[N:9]=[C:8]([CH:10]([NH:19][C:20](=[O:35])[C:21]3[CH:26]=[CH:25][C:24]([C:27]([N:29]4[CH2:33][CH2:32][CH2:31][CH2:30]4)=[O:28])=[C:23]([CH3:34])[CH:22]=3)[CH2:11][C:12]3[CH:17]=[CH:16][C:15]([OH:18])=[CH:14][CH:13]=3)[NH:7][C:6]=2[CH:36]=1.Br[CH2:38][C:39]([O:41][CH3:42])=[O:40].C(=O)([O-])[O-].[K+].[K+].ClCl, predict the reaction product. The product is: [Cl:1][C:2]1[CH:3]=[CH:4][C:5]2[N:9]=[C:8]([CH:10]([NH:19][C:20](=[O:35])[C:21]3[CH:26]=[CH:25][C:24]([C:27]([N:29]4[CH2:33][CH2:32][CH2:31][CH2:30]4)=[O:28])=[C:23]([CH3:34])[CH:22]=3)[CH2:11][C:12]3[CH:13]=[CH:14][C:15]([OH:18])=[CH:16][CH:17]=3)[N:7]([CH2:38][C:39]([O:41][CH3:42])=[O:40])[C:6]=2[CH:36]=1. (4) Given the reactants [Cl:1][C:2]1[CH:11]=[CH:10][CH:9]=[C:8]2[C:3]=1[N:4]=[CH:5][CH:6]=[N:7]2.C1C=C(Cl)C=C(C(OO)=[O:20])C=1, predict the reaction product. The product is: [Cl:1][C:2]1[CH:11]=[CH:10][CH:9]=[C:8]2[C:3]=1[N:4]=[CH:5][CH:6]=[N+:7]2[O-:20]. (5) Given the reactants [F:1][C:2]([F:7])([F:6])[C:3]([OH:5])=[O:4].BrC1C=CC(CN(C2CCNCC2)C(C2C=CC(CCCCC)=CN=2)=O)=CC=1.C(OC([N:43]1[CH2:48][CH2:47][CH:46]([N:49]([CH2:63][C:64]2[CH:69]=[CH:68][C:67]([C:70]([O:72][CH3:73])=[O:71])=[CH:66][CH:65]=2)[C:50]([C:52]2[CH:57]=[CH:56][C:55]([CH2:58][CH2:59][CH2:60][CH2:61][CH3:62])=[CH:54][N:53]=2)=[O:51])[CH2:45][CH2:44]1)=O)(C)(C)C, predict the reaction product. The product is: [F:1][C:2]([F:7])([F:6])[C:3]([OH:5])=[O:4].[CH3:73][O:72][C:70](=[O:71])[C:67]1[CH:68]=[CH:69][C:64]([CH2:63][N:49]([C:50]([C:52]2[CH:57]=[CH:56][C:55]([CH2:58][CH2:59][CH2:60][CH2:61][CH3:62])=[CH:54][N:53]=2)=[O:51])[CH:46]2[CH2:47][CH2:48][NH:43][CH2:44][CH2:45]2)=[CH:65][CH:66]=1. (6) Given the reactants [O:1]1[C:5]2[CH:6]=[CH:7][C:8]([CH:10]([C:12]3[CH:17]=[CH:16][C:15]([O:18][CH3:19])=[CH:14][CH:13]=3)[OH:11])=[CH:9][C:4]=2[O:3][CH2:2]1, predict the reaction product. The product is: [O:1]1[C:5]2[CH:6]=[CH:7][C:8]([C:10]([C:12]3[CH:17]=[CH:16][C:15]([O:18][CH3:19])=[CH:14][CH:13]=3)=[O:11])=[CH:9][C:4]=2[O:3][CH2:2]1. (7) Given the reactants C(N(CC)CC)C.[NH2:8][CH2:9][CH:10]([OH:12])[CH3:11].Br[CH2:14][C:15]([O:17][CH3:18])=[O:16], predict the reaction product. The product is: [CH3:18][O:17][C:15](=[O:16])[CH2:14][NH:8][CH2:9][CH:10]([OH:12])[CH3:11]. (8) Given the reactants [CH3:1][O:2][C:3]([C:5]1[CH:6]=[C:7]([C:12]2[CH:17]=[CH:16][CH:15]=[CH:14][CH:13]=2)[CH:8]=[C:9]([NH2:11])[CH:10]=1)=[O:4].N1C=CC=CC=1.[C:24](Cl)(Cl)=[O:25].[C:28]1([C:34]2[CH:35]=[CH:36][C:37]3[O:41][C:40]([CH2:42][OH:43])=[CH:39][C:38]=3[CH:44]=2)[CH:33]=[CH:32][CH:31]=[CH:30][CH:29]=1, predict the reaction product. The product is: [CH3:1][O:2][C:3]([C:5]1[CH:6]=[C:7]([C:12]2[CH:17]=[CH:16][CH:15]=[CH:14][CH:13]=2)[CH:8]=[C:9]([NH:11][C:24]([O:43][CH2:42][C:40]2[O:41][C:37]3[CH:36]=[CH:35][C:34]([C:28]4[CH:29]=[CH:30][CH:31]=[CH:32][CH:33]=4)=[CH:44][C:38]=3[CH:39]=2)=[O:25])[CH:10]=1)=[O:4]. (9) The product is: [NH2:20][C:8]([N:4]1[CH2:1][CH2:2][CH2:6][CH2:5]1)=[N:9][S:10]([C:13]1[CH:14]=[CH:15][C:16]([Cl:19])=[CH:17][CH:18]=1)(=[O:11])=[O:12]. Given the reactants [CH3:1][C:2]1[CH:6]=[C:5](C)[N:4]([C:8](=[NH:20])[NH:9][S:10]([C:13]2[CH:18]=[CH:17][C:16]([Cl:19])=[CH:15][CH:14]=2)(=[O:12])=[O:11])N=1.CS(O)(=O)=O.N1CCCC1, predict the reaction product.